Dataset: Reaction yield outcomes from USPTO patents with 853,638 reactions. Task: Predict the reaction yield, written as a fraction of the theoretical maximum amount of product (1.0 means a 100% yield; for example, 0.34 means a 34% yield). (1) The reactants are Cl.[CH:2]([NH2:4])=[NH:3].C[O-].[Na+].CO.[C:10]([C:12]1[CH:17]=[CH:16][CH:15]=[CH:14][C:13]=1[C:18]1[CH:23]=[CH:22][C:21]([CH2:24][CH:25]([C:30](=O)[CH2:31][CH2:32][CH3:33])[C:26](OC)=[O:27])=[CH:20][CH:19]=1)#[N:11]. The catalyst is CO.O1CCOCC1. The product is [O:27]=[C:26]1[NH:4][CH:2]=[N:3][C:30]([CH2:31][CH2:32][CH3:33])=[C:25]1[CH2:24][C:21]1[CH:20]=[CH:19][C:18]([C:13]2[C:12]([C:10]#[N:11])=[CH:17][CH:16]=[CH:15][CH:14]=2)=[CH:23][CH:22]=1. The yield is 0.610. (2) The catalyst is CN(C)C=O.O.[Cu](I)I. The yield is 0.680. The product is [CH2:2]([O:9][C:10]1[CH:15]=[C:14]([O:16][CH2:17][C:18]2[CH:23]=[CH:22][CH:21]=[CH:20][CH:19]=2)[C:13]([I:30])=[CH:12][C:11]=1[F:25])[C:3]1[CH:8]=[CH:7][CH:6]=[CH:5][CH:4]=1. The reactants are Cl.[CH2:2]([O:9][C:10]1[CH:15]=[C:14]([O:16][CH2:17][C:18]2[CH:23]=[CH:22][CH:21]=[CH:20][CH:19]=2)[C:13](N)=[CH:12][C:11]=1[F:25])[C:3]1[CH:8]=[CH:7][CH:6]=[CH:5][CH:4]=1.N([O-])=O.[Na+].[I-:30].[K+].[Cl-].[NH4+]. (3) The reactants are [OH:1][C@H:2]1[C@H:7]([CH2:8][NH:9]CC2C=CC=CC=2)[CH2:6][CH2:5][N:4]([C:17]([O:19][C:20]([CH3:23])([CH3:22])[CH3:21])=[O:18])[CH2:3]1. The catalyst is CO.[Pd]. The product is [NH2:9][CH2:8][C@@H:7]1[CH2:6][CH2:5][N:4]([C:17]([O:19][C:20]([CH3:22])([CH3:21])[CH3:23])=[O:18])[CH2:3][C@H:2]1[OH:1]. The yield is 0.760.